This data is from Catalyst prediction with 721,799 reactions and 888 catalyst types from USPTO. The task is: Predict which catalyst facilitates the given reaction. (1) Reactant: [O:1]=[C:2]([C:18]1[CH:23]=[CH:22][C:21]([C:24]2[CH:29]=[CH:28][C:27]([NH:30][C:31](=[O:36])[CH2:32][CH2:33][CH2:34][CH3:35])=[CH:26][CH:25]=2)=[CH:20][CH:19]=1)[CH2:3][CH:4]([CH2:10][CH2:11][C:12]1[CH:17]=[CH:16][CH:15]=[CH:14][CH:13]=1)[C:5](OCC)=[O:6].[CH3:37][S:38]([NH2:41])(=[O:40])=[O:39].Cl.C(N=C=NCCCN(C)C)C. Product: [CH3:37][S:38]([NH:41][C:5]([CH:4]([CH2:10][CH2:11][C:12]1[CH:13]=[CH:14][CH:15]=[CH:16][CH:17]=1)[CH2:3][C:2]([C:18]1[CH:23]=[CH:22][C:21]([C:24]2[CH:29]=[CH:28][C:27]([NH:30][C:31](=[O:36])[CH2:32][CH2:33][CH2:34][CH3:35])=[CH:26][CH:25]=2)=[CH:20][CH:19]=1)=[O:1])=[O:6])(=[O:40])=[O:39]. The catalyst class is: 119. (2) Reactant: [C:1]1([CH2:9][OH:10])[CH:6]=[CH:5][C:4]([CH2:7][OH:8])=[CH:3][CH:2]=1.F[C:12]1[CH:17]=[CH:16][CH:15]=[CH:14][N:13]=1.CN(C)C=O.[H-].[Na+]. Product: [N:13]1[CH:14]=[CH:15][CH:16]=[CH:17][C:12]=1[O:8][CH2:7][C:4]1[CH:5]=[CH:6][C:1]([CH2:9][OH:10])=[CH:2][CH:3]=1. The catalyst class is: 6. (3) Reactant: OS(O)(=O)=O.[Br:6][C:7]1[CH:8]=[CH:9][C:10]([CH2:17][OH:18])=[C:11]([C:13](O)([CH3:15])[CH3:14])[CH:12]=1. Product: [Br:6][C:7]1[CH:12]=[C:11]2[C:10]([CH2:17][O:18][C:13]2([CH3:14])[CH3:15])=[CH:9][CH:8]=1. The catalyst class is: 38.